This data is from Reaction yield outcomes from USPTO patents with 853,638 reactions. The task is: Predict the reaction yield, written as a fraction of the theoretical maximum amount of product (1.0 means a 100% yield; for example, 0.34 means a 34% yield). (1) The reactants are [NH2:1][C:2]([CH3:21])([CH3:20])[CH2:3][CH2:4][N:5]1[C:13]2[C:8](=[CH:9][CH:10]=[C:11]([C:14]([OH:16])=[O:15])[CH:12]=2)[CH:7]=[C:6]1[C:17](O)=[O:18].C(N1C=CN=C1)(N1C=CN=C1)=O.N12CCCN=C1CCCCC2.C(O)(=O)C. The catalyst is C1COCC1.O. The product is [CH3:20][C:2]1([CH3:21])[CH2:3][CH2:4][N:5]2[C:13]3[CH:12]=[C:11]([C:14]([OH:16])=[O:15])[CH:10]=[CH:9][C:8]=3[CH:7]=[C:6]2[C:17](=[O:18])[NH:1]1. The yield is 0.160. (2) The reactants are Cl.[Br:2][C:3]1[CH:8]=[CH:7][C:6]([N:9]2[CH2:14][CH2:13][NH:12][CH2:11][CH2:10]2)=[CH:5][CH:4]=1.C(N(CC)CC)C.[CH3:22][S:23](Cl)(=[O:25])=[O:24]. The catalyst is C(Cl)Cl. The product is [CH3:22][S:23]([N:12]1[CH2:13][CH2:14][N:9]([C:6]2[CH:5]=[CH:4][C:3]([Br:2])=[CH:8][CH:7]=2)[CH2:10][CH2:11]1)(=[O:25])=[O:24]. The yield is 0.810. (3) The reactants are [NH2:1][C:2]1[CH:3]=[C:4]2[C:8](=[CH:9][C:10]=1[N+:11]([O-])=O)[N:7]([CH:14]([CH3:16])[CH3:15])[C:6](=[O:17])[C:5]2([CH2:20][CH3:21])[CH2:18][CH3:19]. The catalyst is CO.O1CCCC1.[Pd]. The product is [NH2:1][C:2]1[CH:3]=[C:4]2[C:8](=[CH:9][C:10]=1[NH2:11])[N:7]([CH:14]([CH3:15])[CH3:16])[C:6](=[O:17])[C:5]2([CH2:20][CH3:21])[CH2:18][CH3:19]. The yield is 0.990. (4) The yield is 0.900. The catalyst is CO.CO.C(OC(=O)CC1CCC2C(=CC=C(NC(=O)C)C=2)O1)C.C1(C)C=CC=CC=1. The product is [C:1]([NH:4][C:5]1[CH:6]=[C:7]2[C:12](=[CH:13][CH:14]=1)[O:11][CH:10]([CH2:15][C:16]([OH:18])=[O:17])[CH2:9][CH2:8]2)(=[O:3])[CH3:2]. The reactants are [C:1]([NH:4][C:5]1[CH:6]=[C:7]2[C:12](=[CH:13][CH:14]=1)[O:11][CH:10]([CH2:15][C:16]([O:18]CC)=[O:17])[CH2:9][CH2:8]2)(=[O:3])[CH3:2].[OH-].[Na+]. (5) The reactants are [Cl:1][N:2]([C:10]1[C:19]2[C:14](=[CH:15][C:16]([OH:22])=[C:17]([O:20][CH3:21])[CH:18]=2)[N:13]=[CH:12][N:11]=1)[C:3]1[CH:8]=[CH:7][CH:6]=[CH:5][C:4]=1[F:9].C1(P(C2C=CC=CC=2)C2C=CC=CC=2)C=CC=CC=1.[O:42]1[CH2:47][CH2:46][N:45]([CH2:48][C:49]#[C:50][CH2:51]O)[CH2:44][CH2:43]1.N(C(OCC)=O)=NC(OCC)=O.C(Cl)[Cl:66]. No catalyst specified. The product is [OH2:20].[ClH:1].[Cl:66][C:6]1[CH:7]=[CH:8][C:3]([NH:2][C:10]2[C:19]3[C:14](=[CH:15][C:16]([O:22][CH2:51][C:50]#[C:49][CH2:48][N:45]4[CH2:46][CH2:47][O:42][CH2:43][CH2:44]4)=[C:17]([O:20][CH3:21])[CH:18]=3)[N:13]=[CH:12][N:11]=2)=[C:4]([F:9])[CH:5]=1. The yield is 0.180. (6) The reactants are Br[C:2]1[CH:7]=[C:6]([C:8]([F:11])([F:10])[F:9])[C:5]([NH2:12])=[C:4]([N+:13]([O-:15])=[O:14])[CH:3]=1.[F:16][C:17]([F:28])([F:27])[C:18]1[CH:23]=[CH:22][CH:21]=[CH:20][C:19]=1B(O)O. The catalyst is CCOC(C)=O.C1C=CC(P(C2C=CC=CC=2)[C-]2C=CC=C2)=CC=1.C1C=CC(P(C2C=CC=CC=2)[C-]2C=CC=C2)=CC=1.Cl[Pd]Cl.[Fe+2].C(Cl)Cl. The product is [N+:13]([C:4]1[C:5]([NH2:12])=[C:6]([C:8]([F:11])([F:10])[F:9])[CH:7]=[C:2]([C:19]2[CH:20]=[CH:21][CH:22]=[CH:23][C:18]=2[C:17]([F:28])([F:27])[F:16])[CH:3]=1)([O-:15])=[O:14]. The yield is 0.920.